This data is from Forward reaction prediction with 1.9M reactions from USPTO patents (1976-2016). The task is: Predict the product of the given reaction. (1) Given the reactants [Cl:1][C:2]1[CH:3]=[C:4]([C@:9]23[CH2:14][C@H:13]2[CH2:12][C:11](=O)[CH2:10]3)[CH:5]=[CH:6][C:7]=1[Cl:8].C([O-])(=O)C.[NH4+].C([BH3-])#[N:22].[Na+].C(OCC)(=O)C.CO.C(N(CC)CC)C, predict the reaction product. The product is: [Cl:1][C:2]1[CH:3]=[C:4]([C@:9]23[CH2:14][C@H:13]2[CH2:12][CH:11]([NH2:22])[CH2:10]3)[CH:5]=[CH:6][C:7]=1[Cl:8]. (2) Given the reactants Cl.[N:2]1([CH:8]([C:12]2[CH:17]=[CH:16][C:15]([CH3:18])=[CH:14][CH:13]=2)[C:9]([OH:11])=[O:10])[CH2:7][CH2:6][CH2:5][CH2:4][CH2:3]1.C1CCC(N=C=NC2CCCCC2)CC1.C1C=CC2N(O)N=NC=2C=1.[N:44]12[CH2:51][CH2:50][CH:47]([CH2:48][CH2:49]1)[C@@H:46](O)[CH2:45]2, predict the reaction product. The product is: [N:2]1([CH:8]([C:12]2[CH:17]=[CH:16][C:15]([CH3:18])=[CH:14][CH:13]=2)[C:9]([O:11][C@@H:46]2[CH:47]3[CH2:50][CH2:51][N:44]([CH2:49][CH2:48]3)[CH2:45]2)=[O:10])[CH2:3][CH2:4][CH2:5][CH2:6][CH2:7]1. (3) The product is: [CH3:16][S:17]([NH:15][CH:12]1[CH2:11][CH2:10][CH:9]([NH:8][C:1](=[O:2])[O:3][C:4]([CH3:7])([CH3:6])[CH3:5])[CH2:14][CH2:13]1)(=[O:19])=[O:18]. Given the reactants [C:1]([NH:8][C@H:9]1[CH2:14][CH2:13][C@H:12]([NH2:15])[CH2:11][CH2:10]1)([O:3][C:4]([CH3:7])([CH3:6])[CH3:5])=[O:2].[CH3:16][S:17](Cl)(=[O:19])=[O:18], predict the reaction product. (4) Given the reactants Cl[CH2:2][C:3](Cl)=[O:4].[CH:6]1([CH2:12][NH2:13])[CH2:11][CH2:10][CH2:9][CH2:8][CH2:7]1.[C:14]([O-])([O-])=O.[K+].[K+].[OH:20][C:21]1[N:22]=[C:23]([C:27]2[CH:32]=[CH:31][C:30]([C:33]([O:35]C)=[O:34])=[CH:29][CH:28]=2)[S:24][C:25]=1[CH3:26].[I-].[K+].O.[OH-].[Li+], predict the reaction product. The product is: [CH3:26][C:25]1[S:24][C:23]([C:27]2[CH:28]=[CH:29][C:30]([C:33]([OH:35])=[O:34])=[CH:31][CH:32]=2)=[N:22][C:21]=1[O:20][CH2:2][C:3](=[O:4])[NH:13][CH2:12][CH:6]1[CH2:11][CH2:10][CH:9]([CH3:14])[CH2:8][CH2:7]1.